Dataset: Full USPTO retrosynthesis dataset with 1.9M reactions from patents (1976-2016). Task: Predict the reactants needed to synthesize the given product. (1) Given the product [CH2:9]([C:8]([C:7](=[O:12])[CH3:6])=[CH:2][C:1]([OH:5])=[O:4])[CH2:10][CH3:11], predict the reactants needed to synthesize it. The reactants are: [C:1]([OH:5])(=[O:4])[CH:2]=O.[CH3:6][C:7](=[O:12])[CH2:8][CH2:9][CH2:10][CH3:11]. (2) Given the product [Cl:1][C:2]1[CH:3]=[CH:4][C:5]([O:20][CH2:21][CH:22]([CH3:24])[CH3:23])=[C:6]([CH2:8][N:9]2[C:13]([CH3:14])=[CH:12][C:11]([C:15]([O-:17])=[O:16])=[N:10]2)[CH:7]=1.[Na+:26], predict the reactants needed to synthesize it. The reactants are: [Cl:1][C:2]1[CH:3]=[CH:4][C:5]([O:20][CH2:21][CH:22]([CH3:24])[CH3:23])=[C:6]([CH2:8][N:9]2[C:13]([CH3:14])=[CH:12][C:11]([C:15]([O:17]CC)=[O:16])=[N:10]2)[CH:7]=1.[OH-].[Na+:26]. (3) Given the product [F:1][C:2]([F:36])([C:32]([F:33])([F:35])[F:34])[CH2:3][O:4][C:5]1[CH:10]=[CH:9][C:8]([NH:11][C:12](=[O:31])[CH2:13][N:14]([CH3:30])[CH2:15][CH2:16][N:17]([CH2:19][C:20]2[CH:21]=[CH:22][C:23]([C:24]([OH:26])=[O:25])=[CH:28][CH:29]=2)[CH3:18])=[CH:7][CH:6]=1, predict the reactants needed to synthesize it. The reactants are: [F:1][C:2]([F:36])([C:32]([F:35])([F:34])[F:33])[CH2:3][O:4][C:5]1[CH:10]=[CH:9][C:8]([NH:11][C:12](=[O:31])[CH2:13][N:14]([CH3:30])[CH2:15][CH2:16][N:17]([CH2:19][C:20]2[CH:29]=[CH:28][C:23]([C:24]([O:26]C)=[O:25])=[CH:22][CH:21]=2)[CH3:18])=[CH:7][CH:6]=1.[OH-].[Na+].FC(F)(F)C(O)=O.[OH-].[NH4+]. (4) Given the product [CH3:1][C:2]1[C:6]([C:7]2[CH:15]=[C:14]([C:16]([F:17])([F:19])[F:18])[CH:13]=[C:12]3[C:8]=2[CH:9]=[N:10][NH:11]3)=[C:5]([CH2:20][OH:21])[N:4]([CH2:25][C:26]2[O:30][N:29]=[C:28]([CH3:31])[CH:27]=2)[N:3]=1, predict the reactants needed to synthesize it. The reactants are: [CH3:1][C:2]1[C:6]([C:7]2[CH:15]=[C:14]([C:16]([F:19])([F:18])[F:17])[CH:13]=[C:12]3[C:8]=2[CH:9]=[N:10][NH:11]3)=[C:5]([C:20](OCC)=[O:21])[N:4]([CH2:25][C:26]2[O:30][N:29]=[C:28]([CH3:31])[CH:27]=2)[N:3]=1.CC1N(CC2ON=C(C)C=2)N=C(C(OCC)=O)C=1C1C=C(C(F)(F)F)C=C2C=1C=NN2.[H-].[Al+3].[Li+].[H-].[H-].[H-]. (5) Given the product [C:1]([O:5][C:6]([N:8]1[C:19]2[C:11](=[C:12]3[C:16](=[CH:17][CH:18]=2)[NH:15][C:14]([C:20]([OH:22])=[O:21])=[CH:13]3)[CH2:10][CH2:9]1)=[O:7])([CH3:4])([CH3:2])[CH3:3], predict the reactants needed to synthesize it. The reactants are: [C:1]([O:5][C:6]([N:8]1[C:19]2[C:11](=[C:12]3[C:16](=[CH:17][CH:18]=2)[NH:15][C:14]([C:20]([O:22]C)=[O:21])=[CH:13]3)[CH2:10][CH2:9]1)=[O:7])([CH3:4])([CH3:3])[CH3:2].Cl.CN1CCN(C(Cl)=O)CC1.C(O)C=C.N1C=CC=CC=1. (6) Given the product [Cl:1][C:2]1[CH:31]=[C:30]([Cl:32])[CH:29]=[CH:28][C:3]=1[O:4][C:5]1[CH:10]=[CH:9][CH:8]=[CH:7][C:6]=1[NH:11][S:12]([C:15]1[CH:16]=[CH:17][C:18]([C:19]([NH:21][CH2:22][C:23](=[O:25])[NH:43][CH2:42][CH2:41][CH2:40][CH2:39][N:33]2[CH2:38][CH2:37][CH2:36][CH2:35][CH2:34]2)=[O:20])=[CH:26][CH:27]=1)(=[O:14])=[O:13], predict the reactants needed to synthesize it. The reactants are: [Cl:1][C:2]1[CH:31]=[C:30]([Cl:32])[CH:29]=[CH:28][C:3]=1[O:4][C:5]1[CH:10]=[CH:9][CH:8]=[CH:7][C:6]=1[NH:11][S:12]([C:15]1[CH:27]=[CH:26][C:18]([C:19]([NH:21][CH2:22][C:23]([OH:25])=O)=[O:20])=[CH:17][CH:16]=1)(=[O:14])=[O:13].[N:33]1([CH2:39][CH2:40][CH2:41][CH2:42][NH2:43])[CH2:38][CH2:37][CH2:36][CH2:35][CH2:34]1. (7) Given the product [CH2:9]([C:8]1[C:3]2[CH:4]=[CH:5][CH:6]=[CH:7][C:2]=2[O:1][C:13]=1[C:14]([O:16][CH3:17])=[O:15])[CH3:10], predict the reactants needed to synthesize it. The reactants are: [OH:1][C:2]1[CH:7]=[CH:6][CH:5]=[CH:4][C:3]=1[C:8](=O)[CH2:9][CH3:10].Br[CH2:13][C:14]([O:16][CH3:17])=[O:15].C(=O)([O-])[O-].[K+].[K+].N12CCCN=C1CCCCC2.Cl. (8) Given the product [F:11][C:9]1[C:5]2[N:6]=[CH:7][S:8][C:4]=2[CH:3]=[C:2]([NH:19][CH2:18][C:17]2[CH:20]=[CH:21][C:14]([O:13][CH3:12])=[CH:15][CH:16]=2)[CH:10]=1, predict the reactants needed to synthesize it. The reactants are: Br[C:2]1[CH:10]=[C:9]([F:11])[C:5]2[N:6]=[CH:7][S:8][C:4]=2[CH:3]=1.[CH3:12][O:13][C:14]1[CH:21]=[CH:20][C:17]([CH2:18][NH2:19])=[CH:16][CH:15]=1.CC1(C)C2C(=C(P(C3C=CC=CC=3)C3C=CC=CC=3)C=CC=2)OC2C(P(C3C=CC=CC=3)C3C=CC=CC=3)=CC=CC1=2.C([O-])([O-])=O.[Cs+].[Cs+].N#N. (9) Given the product [CH:9]12[O:8][CH:7]([CH2:6][NH:22][CH2:16]1)[C:15]1[C:10]2=[CH:11][CH:12]=[CH:13][CH:14]=1, predict the reactants needed to synthesize it. The reactants are: CS(O[CH2:6][CH:7]1[C:15]2[C:10](=[CH:11][CH:12]=[CH:13][CH:14]=2)[CH:9]([CH2:16]OS(C)(=O)=O)[O:8]1)(=O)=O.[NH4+:22].[OH-].Cl.